Predict the product of the given reaction. From a dataset of Forward reaction prediction with 1.9M reactions from USPTO patents (1976-2016). (1) Given the reactants [OH2:1].O.[OH-].[Li+].C([N:8]=C=NC(C)C)(C)C.[CH:14]1(N=C=N[CH:14]2[CH2:19]CC[CH2:16][CH2:15]2)[CH2:19]CC[CH2:16][CH2:15]1.Cl.CN(C)CCCN=C=NCC.C([N:48]1[CH:52]=[CH:51][N:50]=C1)([N:48]1[CH:52]=[CH:51][N:50]=C1)=O, predict the reaction product. The product is: [OH:1][N:50]1[C:51]2[CH:19]=[CH:14][CH:15]=[CH:16][C:52]=2[N:48]=[N:8]1. (2) Given the reactants [Br:1][C:2]1[CH:7]=[CH:6][C:5]([N+:8]([O-:10])=[O:9])=[C:4](F)[CH:3]=1.[O:12]1[CH2:17][CH2:16][CH:15]([N:18]2[CH2:23][CH2:22][CH:21]([NH2:24])[CH2:20][CH2:19]2)[CH2:14][CH2:13]1.C(N(C(C)C)CC)(C)C.ClCCl, predict the reaction product. The product is: [Br:1][C:2]1[CH:7]=[CH:6][C:5]([N+:8]([O-:10])=[O:9])=[C:4]([NH:24][CH:21]2[CH2:20][CH2:19][N:18]([CH:15]3[CH2:16][CH2:17][O:12][CH2:13][CH2:14]3)[CH2:23][CH2:22]2)[CH:3]=1. (3) Given the reactants C(O)(=O)C.C(O[BH-](OC(=O)C)OC(=O)C)(=O)C.[Na+].[NH2:19][C:20]1[CH:40]=[C:39]([C:41]2[N:45]=[C:44]([CH3:46])[O:43][N:42]=2)[CH:38]=[CH:37][C:21]=1[CH2:22][NH:23][C:24](=[O:36])[C:25]1[CH:30]=[C:29]([O:31][CH3:32])[C:28]([CH3:33])=[C:27]([O:34][CH3:35])[CH:26]=1.[C:47]1([CH2:53][CH:54]=O)[CH:52]=[CH:51][CH:50]=[CH:49][CH:48]=1, predict the reaction product. The product is: [CH3:35][O:34][C:27]1[CH:26]=[C:25]([CH:30]=[C:29]([O:31][CH3:32])[C:28]=1[CH3:33])[C:24]([NH:23][CH2:22][C:21]1[CH:37]=[CH:38][C:39]([C:41]2[N:45]=[C:44]([CH3:46])[O:43][N:42]=2)=[CH:40][C:20]=1[NH:19][CH2:54][CH2:53][C:47]1[CH:52]=[CH:51][CH:50]=[CH:49][CH:48]=1)=[O:36]. (4) The product is: [Cl:3][C:4]1[CH:9]=[CH:8][C:7]([N+:10]([O-:12])=[O:11])=[CH:6][C:5]=1[C:17]1[C:22]2[CH:23]=[CH:24][S:25][C:21]=2[CH:20]=[CH:19][N:18]=1. Given the reactants [OH-].[Li+].[Cl:3][C:4]1[CH:9]=[CH:8][C:7]([N+:10]([O-:12])=[O:11])=[CH:6][C:5]=1B(O)O.Cl[C:17]1[C:22]2[CH:23]=[CH:24][S:25][C:21]=2[CH:20]=[CH:19][N:18]=1, predict the reaction product. (5) Given the reactants Br[C:2]1[C:3]([NH2:9])=[N:4][CH:5]=[C:6]([Cl:8])[CH:7]=1.[O:10]1[C:14]2[CH:15]=[CH:16][C:17](/[CH:19]=[CH:20]/[Sn](CCCC)(CCCC)CCCC)=[CH:18][C:13]=2[O:12][CH2:11]1.C1(C)C=CC=CC=1P(C1C=CC=CC=1C)C1C=CC=CC=1C.O, predict the reaction product. The product is: [O:10]1[C:14]2[CH:15]=[CH:16][C:17](/[CH:19]=[CH:20]/[C:2]3[C:3]([NH2:9])=[N:4][CH:5]=[C:6]([Cl:8])[CH:7]=3)=[CH:18][C:13]=2[O:12][CH2:11]1. (6) Given the reactants [Cl:1][C:2]1[CH:3]=[C:4]([C:15]2([C:19]([O:21][CH2:22][CH3:23])=[O:20])[CH2:18][CH2:17][CH2:16]2)[CH:5]=[C:6]([O:9][CH2:10][C:11]([F:14])([F:13])[F:12])[C:7]=1I.[F:24][C:25]([F:36])([F:35])[C:26]1[CH:31]=[CH:30][C:29](B(O)O)=[CH:28][CH:27]=1.[F-].[Cs+].CCOC(C)=O, predict the reaction product. The product is: [CH2:22]([O:21][C:19]([C:15]1([C:4]2[CH:5]=[C:6]([O:9][CH2:10][C:11]([F:14])([F:13])[F:12])[C:7]([C:29]3[CH:30]=[CH:31][C:26]([C:25]([F:36])([F:35])[F:24])=[CH:27][CH:28]=3)=[C:2]([Cl:1])[CH:3]=2)[CH2:18][CH2:17][CH2:16]1)=[O:20])[CH3:23]. (7) The product is: [CH3:17][C:16]1[CH:15]=[CH:14][S:13][C:12]=1[C:10]1[C:9](=[O:18])[NH:8][C:7](=[O:19])[N:6]([CH2:5][CH2:4][CH2:3][CH:2]=[O:1])[CH:11]=1. Given the reactants [OH:1][CH2:2][CH2:3][CH2:4][CH2:5][N:6]1[CH:11]=[C:10]([C:12]2[S:13][CH:14]=[CH:15][C:16]=2[CH3:17])[C:9](=[O:18])[NH:8][C:7]1=[O:19].CC(OI1(OC(C)=O)(OC(C)=O)OC(=O)C2C=CC=CC1=2)=O.C(OCC)(=O)C, predict the reaction product. (8) Given the reactants [OH:1][C:2]1[CH:10]=[C:9]([I:11])[CH:8]=[CH:7][C:3]=1[C:4](Cl)=[O:5].[C:12]([NH:15][NH2:16])(=[O:14])[CH3:13].C(N(CC)CC)C.CCOC(C)=O, predict the reaction product. The product is: [C:12]([NH:15][NH:16][C:4](=[O:5])[C:3]1[CH:7]=[CH:8][C:9]([I:11])=[CH:10][C:2]=1[OH:1])(=[O:14])[CH3:13]. (9) Given the reactants [NH2:1][CH2:2][CH2:3][C:4]1[CH:9]=[CH:8][CH:7]=[CH:6][N:5]=1.[C:10](O[C:10]([O:12][C:13]([CH3:16])([CH3:15])[CH3:14])=[O:11])([O:12][C:13]([CH3:16])([CH3:15])[CH3:14])=[O:11], predict the reaction product. The product is: [N:5]1[CH:6]=[CH:7][CH:8]=[CH:9][C:4]=1[CH2:3][CH2:2][NH:1][C:10](=[O:11])[O:12][C:13]([CH3:16])([CH3:15])[CH3:14].